Dataset: Full USPTO retrosynthesis dataset with 1.9M reactions from patents (1976-2016). Task: Predict the reactants needed to synthesize the given product. (1) Given the product [Cl:37][C:13]1[CH:12]=[C:11]([CH:16]=[CH:15][C:14]=1[CH:17]([CH3:36])[C:18]([C:24]1[CH:35]=[CH:34][C:27]2[N:28]([CH3:33])[C:29](=[O:32])[N:30]([CH3:31])[C:26]=2[CH:25]=1)([OH:23])[C:19]([F:21])([F:22])[F:20])[O:10][C:7]1[CH:8]=[CH:9][C:4]([C:3]([OH:39])=[O:2])=[C:5]([F:38])[CH:6]=1, predict the reactants needed to synthesize it. The reactants are: C[O:2][C:3](=[O:39])[C:4]1[CH:9]=[CH:8][C:7]([O:10][C:11]2[CH:16]=[CH:15][C:14]([CH:17]([CH3:36])[C:18]([C:24]3[CH:35]=[CH:34][C:27]4[N:28]([CH3:33])[C:29](=[O:32])[N:30]([CH3:31])[C:26]=4[CH:25]=3)([OH:23])[C:19]([F:22])([F:21])[F:20])=[C:13]([Cl:37])[CH:12]=2)=[CH:6][C:5]=1[F:38].[Li+].[OH-].CO. (2) Given the product [CH3:20][O:21][C:22](=[O:33])[C:23]1[CH:28]=[C:27]([C:29]#[N:30])[CH:26]=[CH:25][C:24]=1[CH2:31][N:9]([CH2:8][C:5]1[C:4]([CH3:19])=[CH:3][C:2]([Cl:1])=[CH:7][N:6]=1)[C:10]([CH3:11])([C:12]1[CH:17]=[CH:16][CH:15]=[CH:14][N:13]=1)[CH3:18], predict the reactants needed to synthesize it. The reactants are: [Cl:1][C:2]1[CH:3]=[C:4]([CH3:19])[C:5]([CH2:8][NH:9][C:10]([CH3:18])([C:12]2[CH:17]=[CH:16][CH:15]=[CH:14][N:13]=2)[CH3:11])=[N:6][CH:7]=1.[CH3:20][O:21][C:22](=[O:33])[C:23]1[CH:28]=[C:27]([C:29]#[N:30])[CH:26]=[CH:25][C:24]=1[CH2:31]Br.CCN(C(C)C)C(C)C. (3) Given the product [CH:31]1([O:1][C:2]2[CH:3]=[C:4]([C:8]3([C:25]4[CH:30]=[CH:29][N:28]=[CH:27][CH:26]=4)[C:16]4[C:11](=[N:12][CH:13]=[CH:14][CH:15]=4)[C:10]([NH2:17])=[N:9]3)[CH:5]=[CH:6][CH:7]=2)[CH2:34][CH2:33][CH2:32]1, predict the reactants needed to synthesize it. The reactants are: [OH:1][C:2]1[CH:3]=[C:4]([C:8]2([C:25]3[CH:30]=[CH:29][N:28]=[CH:27][CH:26]=3)[C:16]3[C:11](=[N:12][CH:13]=[CH:14][CH:15]=3)[C:10]([NH:17]C(=O)OC(C)(C)C)=[N:9]2)[CH:5]=[CH:6][CH:7]=1.[CH:31]1(Br)[CH2:34][CH2:33][CH2:32]1.